This data is from Full USPTO retrosynthesis dataset with 1.9M reactions from patents (1976-2016). The task is: Predict the reactants needed to synthesize the given product. (1) Given the product [Cl:1][C:2]1[CH:10]=[CH:9][CH:8]=[C:7]2[C:3]=1[C:4]([C:15]([NH:56][CH2:55][C:49]1([C:43]3[CH:44]=[CH:45][CH:46]=[CH:47][CH:48]=3)[CH2:50][CH2:51][CH2:52][CH2:53][CH2:54]1)=[O:17])=[CH:5][N:6]2[CH2:11][CH2:12][O:13][CH3:14], predict the reactants needed to synthesize it. The reactants are: [Cl:1][C:2]1[CH:10]=[CH:9][CH:8]=[C:7]2[C:3]=1[C:4]([C:15]([OH:17])=O)=[CH:5][N:6]2[CH2:11][CH2:12][O:13][CH3:14].CN(C(ON1N=NC2C=CC=NC1=2)=[N+](C)C)C.F[P-](F)(F)(F)(F)F.Cl.[C:43]1([C:49]2([CH2:55][NH2:56])[CH2:54][CH2:53][CH2:52][CH2:51][CH2:50]2)[CH:48]=[CH:47][CH:46]=[CH:45][CH:44]=1. (2) Given the product [Cl:1][C:2]1[CH:3]=[C:4]([C:8](=[N:10][O:11][C:12](=[O:16])[C@H:13]([OH:14])[CH3:15])[NH2:9])[CH:5]=[CH:6][CH:7]=1, predict the reactants needed to synthesize it. The reactants are: [Cl:1][C:2]1[CH:3]=[C:4]([C:8](=[N:10][OH:11])[NH2:9])[CH:5]=[CH:6][CH:7]=1.[C:12](O)(=[O:16])[C@@H:13]([CH3:15])[OH:14].CC(C)N=C=NC(C)C.C1C=CC2N(O)N=NC=2C=1. (3) Given the product [O:40]1[CH2:44][CH2:43][O:42][CH:41]1[C:45]1[CH:52]=[CH:51][C:48]([C:49]2[N:21]=[C:16]([C:10]3[CH:9]=[N:8][N:7]([C:2]4[CH:3]=[CH:4][CH:5]=[CH:6][N:1]=4)[C:11]=3[C:12]([F:13])([F:14])[F:15])[O:18][N:50]=2)=[CH:47][CH:46]=1, predict the reactants needed to synthesize it. The reactants are: [N:1]1[CH:6]=[CH:5][CH:4]=[CH:3][C:2]=1[N:7]1[C:11]([C:12]([F:15])([F:14])[F:13])=[C:10]([C:16]([OH:18])=O)[CH:9]=[N:8]1.CC[N:21]=C=NCCCN(C)C.C1C=CC2N(O)N=NC=2C=1.[O:40]1[CH2:44][CH2:43][O:42][CH:41]1[C:45]1[CH:52]=[CH:51][C:48]([C:49]#[N:50])=[CH:47][CH:46]=1. (4) Given the product [CH3:25][C:23]1[CH:22]=[CH:21][N:20]=[C:19]([NH:18][C:15]2[S:16][CH:17]=[C:13]([C:11]3[C:10]([C:26]4[CH:27]=[CH:28][CH:29]=[CH:30][CH:31]=4)=[N:9][NH:8][CH:12]=3)[N:14]=2)[N:24]=1, predict the reactants needed to synthesize it. The reactants are: COC1C=CC(C[N:8]2[CH:12]=[C:11]([C:13]3[N:14]=[C:15]([NH:18][C:19]4[N:24]=[C:23]([CH3:25])[CH:22]=[CH:21][N:20]=4)[S:16][CH:17]=3)[C:10]([C:26]3[CH:31]=[CH:30][CH:29]=[CH:28][CH:27]=3)=[N:9]2)=CC=1.O. (5) The reactants are: [OH:1][C:2]1[C:7]([CH2:8]/[CH:9]=[CH:10]/[CH2:11][CH3:12])=[CH:6][CH:5]=[CH:4][C:3]=1[CH2:13][C:14]([O:16][CH3:17])=[O:15]. Given the product [OH:1][C:2]1[C:7]([CH2:8][CH2:9][CH2:10][CH2:11][CH3:12])=[CH:6][CH:5]=[CH:4][C:3]=1[CH2:13][C:14]([O:16][CH3:17])=[O:15], predict the reactants needed to synthesize it.